Dataset: Full USPTO retrosynthesis dataset with 1.9M reactions from patents (1976-2016). Task: Predict the reactants needed to synthesize the given product. (1) Given the product [CH2:1]([O:4][C:5]1[C:27]([CH3:28])=[CH:26][C:8]([C:9]2[O:10][C:13]([C:14]3[CH:19]=[C:18]([CH3:20])[C:17]([CH2:21][CH:22]([CH3:23])[CH3:24])=[N:16][CH:15]=3)=[N:12][N:11]=2)=[CH:7][C:6]=1[CH3:29])[CH:2]=[CH2:3], predict the reactants needed to synthesize it. The reactants are: [CH2:1]([O:4][C:5]1[C:27]([CH3:28])=[CH:26][C:8]([C:9]([NH:11][NH:12][C:13](=O)[C:14]2[CH:19]=[C:18]([CH3:20])[C:17]([CH2:21][CH:22]([CH3:24])[CH3:23])=[N:16][CH:15]=2)=[O:10])=[CH:7][C:6]=1[CH3:29])[CH:2]=[CH2:3].CC[N+](S(N=C(OC)[O-])(=O)=O)(CC)CC. (2) Given the product [CH3:1][O:2][C:3]([C:5]1[S:6][C:7]([CH2:10][CH2:11][CH2:12][C@H:13]2[CH2:17][CH2:16][CH:15]=[C:14]2[C:18]2[CH:19]=[CH:20][C:21]([C@H:24]([OH:30])[CH2:25][CH2:26][CH2:27][CH2:28][CH3:29])=[CH:22][CH:23]=2)=[CH:8][CH:9]=1)=[O:4], predict the reactants needed to synthesize it. The reactants are: [CH3:1][O:2][C:3]([C:5]1[S:6][C:7]([CH2:10][CH2:11][CH2:12][C@H:13]2[CH2:17][CH2:16][CH:15]=[C:14]2[C:18]2[CH:23]=[CH:22][C:21]([C@H:24]([O:30]C(=O)C3C=CC([N+]([O-])=O)=CC=3)[CH2:25][CH2:26][CH2:27][CH2:28][CH3:29])=[CH:20][CH:19]=2)=[CH:8][CH:9]=1)=[O:4].C([O-])([O-])=O.[K+].[K+].C1COCC1.Cl. (3) Given the product [Br:1][C:2]1[CH:3]=[CH:4][C:5]([F:9])=[C:6]([NH:8][S:11]([CH3:10])(=[O:13])=[O:12])[CH:7]=1, predict the reactants needed to synthesize it. The reactants are: [Br:1][C:2]1[CH:3]=[CH:4][C:5]([F:9])=[C:6]([NH2:8])[CH:7]=1.[CH3:10][S:11](Cl)(=[O:13])=[O:12].[F-].C([N+](CCCC)(CCCC)CCCC)CCC.C1COCC1.O.